From a dataset of Full USPTO retrosynthesis dataset with 1.9M reactions from patents (1976-2016). Predict the reactants needed to synthesize the given product. (1) Given the product [Cl:19][C:17]1[CH:16]=[CH:15][C:14]([O:20][CH2:21][CH2:22][C:23]2[CH:28]=[CH:27][CH:26]=[C:25]([Cl:29])[CH:24]=2)=[C:13]([CH:18]=1)[O:12][CH:10]1[CH2:9][NH:8][CH2:11]1, predict the reactants needed to synthesize it. The reactants are: C(OC([N:8]1[CH2:11][CH:10]([O:12][C:13]2[CH:18]=[C:17]([Cl:19])[CH:16]=[CH:15][C:14]=2[O:20][CH2:21][CH2:22][C:23]2[CH:28]=[CH:27][CH:26]=[C:25]([Cl:29])[CH:24]=2)[CH2:9]1)=O)(C)(C)C.C(OC(N1CC(OC2C=C(Cl)C=CC=2O)C1)=O)(C)(C)C.[H-].[Na+]. (2) Given the product [Br:16][C:17]1[CH:25]=[C:24]2[C:20]([C:21]([NH:27][C:2]3[CH:3]=[C:4]([C:8]4([CH3:15])[NH:13][C:12](=[O:14])[CH2:11][O:10][CH2:9]4)[CH:5]=[CH:6][CH:7]=3)=[N:22][N:23]2[CH3:26])=[CH:19][CH:18]=1, predict the reactants needed to synthesize it. The reactants are: Br[C:2]1[CH:3]=[C:4]([C:8]2([CH3:15])[NH:13][C:12](=[O:14])[CH2:11][O:10][CH2:9]2)[CH:5]=[CH:6][CH:7]=1.[Br:16][C:17]1[CH:25]=[C:24]2[C:20]([C:21]([NH2:27])=[N:22][N:23]2[CH3:26])=[CH:19][CH:18]=1.CC(C1C=C(C(C)C)C(C2C=CC=CC=2P(C2CCCCC2)C2CCCCC2)=C(C(C)C)C=1)C.[O-]P([O-])([O-])=O.[K+].[K+].[K+]. (3) Given the product [CH2:1]([O:8][C:9]1[CH:10]=[C:11]([N:15]([CH2:29][CH3:30])[CH2:16][C:17]([O:19][CH2:20][CH3:21])=[O:18])[CH:12]=[CH:13][CH:14]=1)[C:2]1[CH:3]=[CH:4][CH:5]=[CH:6][CH:7]=1, predict the reactants needed to synthesize it. The reactants are: [CH2:1]([O:8][C:9]1[CH:10]=[C:11]([NH:15][CH2:16][C:17]([O:19][CH2:20][CH3:21])=[O:18])[CH:12]=[CH:13][CH:14]=1)[C:2]1[CH:7]=[CH:6][CH:5]=[CH:4][CH:3]=1.C(=O)([O-])[O-].[K+].[K+].I[CH2:29][CH3:30].O. (4) The reactants are: [CH:1]1[C:10]2[C:11]3[CH2:17][CH2:16][CH2:15][CH2:14][CH2:13][C:12]=3[N:8]3[C:9]=2[C:4]([CH2:5][CH2:6][CH2:7]3)=[CH:3][C:2]=1[NH2:18].[S:19]1[CH:23]=[CH:22][CH:21]=[C:20]1[C:24](Cl)=[O:25]. Given the product [CH:1]1[C:10]2[C:11]3[CH2:17][CH2:16][CH2:15][CH2:14][CH2:13][C:12]=3[N:8]3[C:9]=2[C:4]([CH2:5][CH2:6][CH2:7]3)=[CH:3][C:2]=1[NH:18][C:24]([C:20]1[S:19][CH:23]=[CH:22][CH:21]=1)=[O:25], predict the reactants needed to synthesize it. (5) Given the product [C:1](=[O:2])([O-:4])[O-:3].[CH3:16][O:15][CH2:14][N+:9]1([CH3:8])[CH2:13][CH2:12][CH2:11][CH2:10]1.[CH3:16][O:15][CH2:14][N+:9]1([CH3:8])[CH2:13][CH2:12][CH2:11][CH2:10]1, predict the reactants needed to synthesize it. The reactants are: [C:1](=[O:4])([O-:3])[O-:2].[Na+].[Na+].[Cl-].[CH3:8][N+:9]1([CH2:14][O:15][CH3:16])[CH2:13][CH2:12][CH2:11][CH2:10]1. (6) Given the product [CH:32]1([CH2:31][O:30][C:22]2[CH:23]=[CH:24][C:25]3[O:26][CH2:27][O:28][C:29]=3[C:21]=2[C:20]2[C:15]3[NH:14][C:13]([CH3:35])=[C:12]([C:10]([NH:9][C@H:6]4[CH2:7][CH2:8][C@H:3]([NH:2][C:36](=[O:39])[CH2:37][CH3:38])[CH2:4][CH2:5]4)=[O:11])[C:16]=3[N:17]=[CH:18][N:19]=2)[CH2:34][CH2:33]1, predict the reactants needed to synthesize it. The reactants are: Cl.[NH2:2][C@H:3]1[CH2:8][CH2:7][C@H:6]([NH:9][C:10]([C:12]2[C:16]3[N:17]=[CH:18][N:19]=[C:20]([C:21]4[C:29]5[O:28][CH2:27][O:26][C:25]=5[CH:24]=[CH:23][C:22]=4[O:30][CH2:31][CH:32]4[CH2:34][CH2:33]4)[C:15]=3[NH:14][C:13]=2[CH3:35])=[O:11])[CH2:5][CH2:4]1.[C:36](Cl)(=[O:39])[CH2:37][CH3:38].